Dataset: M1 muscarinic receptor agonist screen with 61,833 compounds. Task: Binary Classification. Given a drug SMILES string, predict its activity (active/inactive) in a high-throughput screening assay against a specified biological target. (1) The compound is S(c1[nH]n2C(C(=C(N=c2n1)C)C(OCC)=O)c1ccc(OC)cc1)Cc1cccnc1. The result is 0 (inactive). (2) The compound is S=c1n(c(n[nH]1)CCn1c(ncc1)C)CC. The result is 1 (active). (3) The compound is O(C(C[N+](C)(C)C)C)C(=O)N. The result is 1 (active). (4) The compound is Clc1cc2OC(Oc2cc1)(NC(=O)Nc1noc(c1)C)C(F)(F)F. The result is 0 (inactive). (5) The compound is O=C1N(C2N(C(=O)N(C2N1C(=O)C)C)C(=O)C)C. The result is 0 (inactive).